This data is from Reaction yield outcomes from USPTO patents with 853,638 reactions. The task is: Predict the reaction yield, written as a fraction of the theoretical maximum amount of product (1.0 means a 100% yield; for example, 0.34 means a 34% yield). The reactants are C([N-]C(C)C)(C)C.[Li+].[F:9][C:10]([F:22])([F:21])[C:11]1[CH:16]=[CH:15][C:14]([CH2:17][C:18]([OH:20])=[O:19])=[CH:13][CH:12]=1.I[CH2:24][CH:25]1[CH2:29][CH2:28][CH2:27][CH2:26]1. The catalyst is O1CCCC1.CN(C)P(N(C)C)(N(C)C)=O.CN(C)P(N(C)C)(N(C)C)=O. The product is [CH:25]1([CH2:24][CH:17]([C:14]2[CH:13]=[CH:12][C:11]([C:10]([F:21])([F:22])[F:9])=[CH:16][CH:15]=2)[C:18]([OH:20])=[O:19])[CH2:29][CH2:28][CH2:27][CH2:26]1. The yield is 0.650.